Dataset: Forward reaction prediction with 1.9M reactions from USPTO patents (1976-2016). Task: Predict the product of the given reaction. (1) The product is: [NH2:13][C:8]1[CH:7]=[C:6]([N:1]2[CH:5]=[CH:4][CH:3]=[N:2]2)[CH:11]=[CH:10][C:9]=1[NH:12][C:28](=[O:29])[CH:27]([N:24]1[CH:25]=[CH:26][C:21]([C:19]2[CH:20]=[C:15]([Cl:14])[CH:16]=[CH:17][C:18]=2[N:39]2[CH:43]=[N:42][N:41]=[N:40]2)=[CH:22][C:23]1=[O:38])[CH2:31][C:32]1[CH:37]=[CH:36][CH:35]=[CH:34][CH:33]=1. Given the reactants [N:1]1([C:6]2[CH:7]=[C:8]([NH2:13])[C:9]([NH2:12])=[CH:10][CH:11]=2)[CH:5]=[CH:4][CH:3]=[N:2]1.[Cl:14][C:15]1[CH:16]=[CH:17][C:18]([N:39]2[CH:43]=[N:42][N:41]=[N:40]2)=[C:19]([C:21]2[CH:26]=[CH:25][N:24]([CH:27]([CH2:31][C:32]3[CH:37]=[CH:36][CH:35]=[CH:34][CH:33]=3)[C:28](O)=[O:29])[C:23](=[O:38])[CH:22]=2)[CH:20]=1.F[P-](F)(F)(F)(F)F.N1(OC(N(C)C)=[N+](C)C)C2N=CC=CC=2N=N1.C(N(C(C)C)CC)(C)C, predict the reaction product. (2) Given the reactants [H-].[Na+].[CH3:3][N:4]([CH3:8])[CH2:5][CH2:6][OH:7].C1(C)C=CC(S(Cl)(=O)=O)=CC=1.[CH3:20][N:21]([CH3:29])[CH:22]1[CH2:27][CH2:26][CH2:25][CH2:24][CH:23]1O.[I-].[K+], predict the reaction product. The product is: [CH3:3][N:4]([CH3:8])[CH2:5][CH2:6][O:7][CH:23]1[CH2:24][CH2:25][CH2:26][CH2:27][CH:22]1[N:21]([CH3:29])[CH3:20]. (3) Given the reactants [OH:1][CH2:2][C:3]1[CH:12]=[CH:11][C:10]([O:13][CH3:14])=[C:9]2[C:4]=1[CH:5]=[CH:6][CH:7]=[N:8]2, predict the reaction product. The product is: [CH3:14][O:13][C:10]1[C:9]2[N:8]=[CH:7][CH:6]=[CH:5][C:4]=2[C:3]([CH:2]=[O:1])=[CH:12][CH:11]=1. (4) Given the reactants CO[C:3](=[O:22])[C:4]1[CH:9]=[CH:8][C:7]([O:10][CH2:11][C:12]2[C:13]([CH2:18][CH2:19][CH2:20][CH3:21])=[N:14][O:15][C:16]=2[CH3:17])=[N:6][CH:5]=1.[NH2:23][C:24]([CH3:28])([CH3:27])[CH2:25][OH:26], predict the reaction product. The product is: [CH2:18]([C:13]1[C:12]([CH2:11][O:10][C:7]2[CH:8]=[CH:9][C:4]([C:3]([NH:23][C:24]([CH3:28])([CH3:27])[CH2:25][OH:26])=[O:22])=[CH:5][N:6]=2)=[C:16]([CH3:17])[O:15][N:14]=1)[CH2:19][CH2:20][CH3:21]. (5) Given the reactants [CH:1]1([CH2:4][N:5]2[C:9]3[CH:10]=[CH:11][C:12]([OH:14])=[CH:13][C:8]=3[N:7]=[N:6]2)[CH2:3][CH2:2]1.[I:15]N1C(=O)CCC1=O, predict the reaction product. The product is: [CH:1]1([CH2:4][N:5]2[C:9]3[CH:10]=[CH:11][C:12]([OH:14])=[C:13]([I:15])[C:8]=3[N:7]=[N:6]2)[CH2:2][CH2:3]1.